Dataset: Reaction yield outcomes from USPTO patents with 853,638 reactions. Task: Predict the reaction yield, written as a fraction of the theoretical maximum amount of product (1.0 means a 100% yield; for example, 0.34 means a 34% yield). (1) The reactants are [Cl:1][C:2]1[CH:7]=[CH:6][C:5]([O:8][CH2:9][CH:10](OCC)OCC)=[CH:4][C:3]=1[F:17]. The catalyst is C1(C)C=CC=CC=1. The product is [Cl:1][C:2]1[C:3]([F:17])=[CH:4][C:5]2[O:8][CH:9]=[CH:10][C:6]=2[CH:7]=1.[Cl:1][C:2]1[CH:7]=[CH:6][C:5]2[O:8][CH:9]=[CH:10][C:4]=2[C:3]=1[F:17]. The yield is 0.230. (2) The reactants are [F:1][C:2]([F:10])([F:9])[C:3]1(CC#N)[CH2:5][CH2:4]1.[CH2:11]([OH:13])[CH3:12].[OH-:14].[Na+]. The catalyst is O. The product is [F:1][C:2]([F:10])([F:9])[C:3]1([CH2:12][C:11]([OH:14])=[O:13])[CH2:5][CH2:4]1. The yield is 0.490. (3) The reactants are [Cl:1][C:2]1[CH:7]=[CH:6][CH:5]=[CH:4][C:3]=1[C:8]1[N:9]([C:24]2[CH:29]=[CH:28][C:27]([Cl:30])=[CH:26][CH:25]=2)[C:10]2[C:15]([N:16]=1)=[C:14]([NH:17][C@@H:18]1[CH2:23][CH2:22][CH2:21][NH:20][CH2:19]1)[N:13]=[CH:12][N:11]=2.[CH3:31][S:32](Cl)(=[O:34])=[O:33].C(N(CC)CC)C. The catalyst is ClCCl. The product is [Cl:1][C:2]1[CH:7]=[CH:6][CH:5]=[CH:4][C:3]=1[C:8]1[N:9]([C:24]2[CH:25]=[CH:26][C:27]([Cl:30])=[CH:28][CH:29]=2)[C:10]2[C:15]([N:16]=1)=[C:14]([NH:17][C@@H:18]1[CH2:23][CH2:22][CH2:21][N:20]([S:32]([CH3:31])(=[O:34])=[O:33])[CH2:19]1)[N:13]=[CH:12][N:11]=2. The yield is 0.510. (4) The product is [O:42]1[C:38]2=[CH:39][CH:40]=[CH:41][C:37]2=[CH:36][CH:35]=[C:34]1[N:27]([C:28]1[CH:29]=[CH:30][CH:31]=[CH:32][CH:33]=1)[C:26]([CH:15]([N:13]([CH3:14])[C:10]1[CH:9]=[CH:8][C:7]([C:6]([OH:44])=[O:5])=[CH:12][CH:11]=1)[C:16]1[CH:17]=[CH:18][C:19]([C:22]([CH3:25])([CH3:23])[CH3:24])=[CH:20][CH:21]=1)=[O:43]. The reactants are C([O:5][C:6](=[O:44])[C:7]1[CH:12]=[CH:11][C:10]([N:13]([CH:15]([C:26](=[O:43])[N:27]([C:34]2[O:42][C:38]3=[CH:39][CH:40]=[CH:41][C:37]3=[CH:36][CH:35]=2)[C:28]2[CH:33]=[CH:32][CH:31]=[CH:30][CH:29]=2)[C:16]2[CH:21]=[CH:20][C:19]([C:22]([CH3:25])([CH3:24])[CH3:23])=[CH:18][CH:17]=2)[CH3:14])=[CH:9][CH:8]=1)(C)(C)C.C(O)(C(F)(F)F)=O. The yield is 1.00. The catalyst is ClCCl. (5) The reactants are [CH2:1]([O:8][C@H:9]1[CH2:13][CH2:12][CH2:11][C@@H:10]1[NH2:14])[C:2]1[CH:7]=[CH:6][CH:5]=[CH:4][CH:3]=1.[CH2:15]1[CH2:21][S:18](=[O:20])(=[O:19])[O:17][CH2:16]1. The catalyst is O1CCCC1. The product is [CH2:1]([O:8][C@H:9]1[CH2:13][CH2:12][CH2:11][C@@H:10]1[NH:14][CH2:16][CH2:15][CH2:21][S:18]([OH:20])(=[O:19])=[O:17])[C:2]1[CH:7]=[CH:6][CH:5]=[CH:4][CH:3]=1. The yield is 0.870. (6) The reactants are [Cl-].[Ca+2].[Cl-].[BH4-].[Na+].O1CCCC1.[O:11]=[C:12]([NH:21][C@@H:22]1[CH2:27][CH2:26][CH2:25][CH2:24][C@@H:23]1[C:28]([N:30]1[C@@H:42]2[C@@H:33]([C@H:34]([C:43]3[CH:48]=[CH:47][CH:46]=[CH:45][CH:44]=3)[NH:35][C:36]3[CH:37]=[CH:38][CH:39]=[CH:40][C:41]=32)[CH2:32][CH2:31]1)=[O:29])[CH2:13][CH2:14][CH2:15][CH2:16][C:17](OC)=[O:18]. The catalyst is O.C(O)C. The product is [OH:18][CH2:17][CH2:16][CH2:15][CH2:14][CH2:13][C:12]([NH:21][C@@H:22]1[CH2:27][CH2:26][CH2:25][CH2:24][C@@H:23]1[C:28]([N:30]1[C@@H:42]2[C@@H:33]([C@H:34]([C:43]3[CH:48]=[CH:47][CH:46]=[CH:45][CH:44]=3)[NH:35][C:36]3[CH:37]=[CH:38][CH:39]=[CH:40][C:41]=32)[CH2:32][CH2:31]1)=[O:29])=[O:11]. The yield is 0.920.